Predict which catalyst facilitates the given reaction. From a dataset of Catalyst prediction with 721,799 reactions and 888 catalyst types from USPTO. Reactant: C([N:8]1[C:12]2[C:13](=[O:38])[N:14]([CH3:37])[C:15]([CH:28]([O:32][C:33]([CH3:36])([CH3:35])[CH3:34])[C:29]([OH:31])=[O:30])=[C:16]([C:17]3[C:18]([CH3:27])=[C:19]4[C:24](=[CH:25][CH:26]=3)[O:23][CH2:22][CH2:21][CH2:20]4)[C:11]=2[CH:10]=[CH:9]1)C1C=CC=CC=1.C[Si]([N-][Si](C)(C)C)(C)C.[K+]. Product: [C:33]([O:32][CH:28]([C:15]1[N:14]([CH3:37])[C:13](=[O:38])[C:12]2[NH:8][CH:9]=[CH:10][C:11]=2[C:16]=1[C:17]1[C:18]([CH3:27])=[C:19]2[C:24](=[CH:25][CH:26]=1)[O:23][CH2:22][CH2:21][CH2:20]2)[C:29]([OH:31])=[O:30])([CH3:36])([CH3:35])[CH3:34]. The catalyst class is: 7.